Dataset: Full USPTO retrosynthesis dataset with 1.9M reactions from patents (1976-2016). Task: Predict the reactants needed to synthesize the given product. (1) Given the product [NH2:1][C:2]1[C:7](/[CH:8]=[CH:9]/[C:10]([N:15]([CH2:16][C:17]2[CH:22]=[CH:21][CH:20]=[CH:19][CH:18]=2)[CH3:14])=[O:12])=[CH:6][C:5]([Cl:13])=[CH:4][N:3]=1, predict the reactants needed to synthesize it. The reactants are: [NH2:1][C:2]1[C:7](/[CH:8]=[CH:9]/[C:10]([OH:12])=O)=[CH:6][C:5]([Cl:13])=[CH:4][N:3]=1.[CH3:14][NH:15][CH2:16][C:17]1[CH:22]=[CH:21][CH:20]=[CH:19][CH:18]=1.C(OC(C)C)(C)C. (2) Given the product [F:21][C:2]([F:1])([F:20])[CH:3]([O:19][C:30](=[O:31])[NH:29][C:26]1[CH:27]=[CH:28][C:23]([Cl:22])=[CH:24][CH:25]=1)[CH2:4][N:5]1[CH2:10][CH2:9][CH2:8][CH:7]([C:11]2[CH:16]=[CH:15][CH:14]=[CH:13][C:12]=2[O:17][CH3:18])[CH2:6]1, predict the reactants needed to synthesize it. The reactants are: [F:1][C:2]([F:21])([F:20])[CH:3]([OH:19])[CH2:4][N:5]1[CH2:10][CH2:9][CH2:8][CH:7]([C:11]2[CH:16]=[CH:15][CH:14]=[CH:13][C:12]=2[O:17][CH3:18])[CH2:6]1.[Cl:22][C:23]1[CH:28]=[CH:27][C:26]([N:29]=[C:30]=[O:31])=[CH:25][CH:24]=1. (3) Given the product [F:29][C:2]([F:1])([F:28])[C:3]([N:5]1[CH:6]2[CH2:12][CH2:11][CH:10]1[CH2:9][CH:8]([C:13]1[N:18]3[N:19]=[C:20]([C:22]4[CH:23]=[CH:24][N:25]=[CH:26][CH:27]=4)[C:21]([I:30])=[C:17]3[N:16]=[CH:15][CH:14]=1)[CH2:7]2)=[O:4], predict the reactants needed to synthesize it. The reactants are: [F:1][C:2]([F:29])([F:28])[C:3]([N:5]1[CH:10]2[CH2:11][CH2:12][CH:6]1[CH2:7][CH:8]([C:13]1[N:18]3[N:19]=[C:20]([C:22]4[CH:27]=[CH:26][N:25]=[CH:24][CH:23]=4)[CH:21]=[C:17]3[N:16]=[CH:15][CH:14]=1)[CH2:9]2)=[O:4].[I:30]NC(=O)CCC(N)=O.